Task: Predict the reaction yield, written as a fraction of the theoretical maximum amount of product (1.0 means a 100% yield; for example, 0.34 means a 34% yield).. Dataset: Reaction yield outcomes from USPTO patents with 853,638 reactions (1) The reactants are [CH3:1][O:2][C:3](=[O:13])[C:4]1[CH:9]=[C:8]([OH:10])[C:7]([OH:11])=[C:6]([OH:12])[CH:5]=1.[CH3:14]OS(OC)(=O)=O.[OH-].[Na+].OS(O)(=O)=O. The catalyst is O. The product is [OH:12][C:6]1[CH:5]=[C:4]([CH:9]=[C:8]([O:10][CH3:14])[C:7]=1[OH:11])[C:3]([O:2][CH3:1])=[O:13]. The yield is 0.470. (2) The reactants are [Cl:1][C:2]1[S:3][C:4]([CH2:7][N:8]2[CH2:12][CH2:11][NH:10][C:9]2=[CH:13][N+:14]([O-:16])=[O:15])=[CH:5][N:6]=1.[CH:17](=[O:22])[CH2:18][CH2:19][CH:20]=O.Cl. The catalyst is C(#N)C. The product is [Cl:1][C:2]1[S:3][C:4]([CH2:7][N:8]2[C:9]3=[C:13]([N+:14]([O-:16])=[O:15])[CH:20]4[O:22][CH:17]([N:10]3[CH2:11][CH2:12]2)[CH2:18][CH2:19]4)=[CH:5][N:6]=1. The yield is 0.630. (3) The reactants are [C:1]([C:4]1[C:12]2[O:11][CH2:10][CH:9]([C:13]3[CH:18]=[CH:17][C:16]([CH:19]([CH3:21])[CH3:20])=[CH:15][CH:14]=3)[C:8]=2[C:7]([CH3:22])=[C:6]([NH:23][C:24](=[O:31])OCC(Cl)(Cl)Cl)[C:5]=1[CH3:32])(=[O:3])[CH3:2].[OH:33][CH2:34][CH2:35][NH2:36]. No catalyst specified. The product is [C:1]([C:4]1[C:12]2[O:11][CH2:10][CH:9]([C:13]3[CH:14]=[CH:15][C:16]([CH:19]([CH3:21])[CH3:20])=[CH:17][CH:18]=3)[C:8]=2[C:7]([CH3:22])=[C:6]([NH:23][C:24]([NH:36][CH2:35][CH2:34][OH:33])=[O:31])[C:5]=1[CH3:32])(=[O:3])[CH3:2]. The yield is 0.660. (4) The reactants are C[Si]([N-][Si](C)(C)C)(C)C.[K+].[Br:11][C:12]1[CH:17]=[CH:16][C:15]([N+:18]([O-:20])=[O:19])=[C:14](F)[CH:13]=1.[CH3:22][C:23](=[CH2:26])[CH2:24][OH:25]. The catalyst is C1COCC1.C(Cl)Cl. The product is [Br:11][C:12]1[CH:17]=[CH:16][C:15]([N+:18]([O-:20])=[O:19])=[C:14]([O:25][CH2:24][C:23]([CH3:26])=[CH2:22])[CH:13]=1. The yield is 0.800. (5) The reactants are [C:1]1([CH2:7][O:8][C:9]2[CH:14]=[CH:13][C:12]([CH2:15][CH2:16][C:17]3[CH:18]=[C:19]([NH2:22])[NH:20][N:21]=3)=[CH:11][CH:10]=2)[CH:6]=[CH:5][CH:4]=[CH:3][CH:2]=1.Cl[C:24]1[CH:29]=[CH:28][N:27]=[C:26]([NH:30][CH2:31][C:32]2[O:36][N:35]=[C:34]([CH3:37])[CH:33]=2)[N:25]=1. The catalyst is C(O)C. The product is [CH3:37][C:34]1[CH:33]=[C:32]([CH2:31][NH:30][C:26]2[N:27]=[C:28]([NH:22][C:19]3[NH:20][N:21]=[C:17]([CH2:16][CH2:15][C:12]4[CH:13]=[CH:14][C:9]([O:8][CH2:7][C:1]5[CH:6]=[CH:5][CH:4]=[CH:3][CH:2]=5)=[CH:10][CH:11]=4)[CH:18]=3)[CH:29]=[CH:24][N:25]=2)[O:36][N:35]=1. The yield is 0.190. (6) The reactants are [C:1]([C:5]1[CH:12]=[CH:11][C:8]([CH:9]=[CH2:10])=[CH:7][CH:6]=1)([CH3:4])([CH3:3])[CH3:2].[CH:13]([N:15]1[CH2:19][CH2:18][CH2:17][C:16]1=[O:20])=[CH2:14]. No catalyst specified. The product is [CH3:4][C:1]([C:5]1[CH:6]=[CH:7][C:8]([CH:9]=[CH2:10])=[CH:11][CH:12]=1)([CH3:2])[CH3:3].[CH2:14]=[CH:13][N:15]1[C:16](=[O:20])[CH2:17][CH2:18][CH2:19]1. The yield is 0.0600. (7) The reactants are [Br:1][C:2]1[S:6][C:5]([CH2:7]Br)=[N:4][C:3]=1[C:9]1[CH:16]=[CH:15][C:12]([C:13]#[N:14])=[CH:11][CH:10]=1.[F:17][C:18]1[C:26]([OH:27])=[CH:25][CH:24]=[C:23]([F:28])[C:19]=1[C:20]([NH2:22])=[O:21].C(=O)([O-])[O-].[K+].[K+]. The catalyst is CN(C=O)C. The product is [Br:1][C:2]1[S:6][C:5]([CH2:7][O:27][C:26]2[C:18]([F:17])=[C:19]([C:23]([F:28])=[CH:24][CH:25]=2)[C:20]([NH2:22])=[O:21])=[N:4][C:3]=1[C:9]1[CH:16]=[CH:15][C:12]([C:13]#[N:14])=[CH:11][CH:10]=1. The yield is 0.660.